From a dataset of NCI-60 drug combinations with 297,098 pairs across 59 cell lines. Regression. Given two drug SMILES strings and cell line genomic features, predict the synergy score measuring deviation from expected non-interaction effect. (1) Drug 1: C1CCC(C1)C(CC#N)N2C=C(C=N2)C3=C4C=CNC4=NC=N3. Drug 2: CCCS(=O)(=O)NC1=C(C(=C(C=C1)F)C(=O)C2=CNC3=C2C=C(C=N3)C4=CC=C(C=C4)Cl)F. Cell line: ACHN. Synergy scores: CSS=8.43, Synergy_ZIP=-5.21, Synergy_Bliss=-6.84, Synergy_Loewe=-18.7, Synergy_HSA=-7.87. (2) Drug 1: C1=CC(=CC=C1CC(C(=O)O)N)N(CCCl)CCCl.Cl. Drug 2: C(CCl)NC(=O)N(CCCl)N=O. Cell line: COLO 205. Synergy scores: CSS=36.8, Synergy_ZIP=-3.08, Synergy_Bliss=5.40, Synergy_Loewe=-3.88, Synergy_HSA=1.09. (3) Drug 1: CS(=O)(=O)CCNCC1=CC=C(O1)C2=CC3=C(C=C2)N=CN=C3NC4=CC(=C(C=C4)OCC5=CC(=CC=C5)F)Cl. Drug 2: C1=NNC2=C1C(=O)NC=N2. Cell line: OVCAR-8. Synergy scores: CSS=0.243, Synergy_ZIP=-1.86, Synergy_Bliss=0.954, Synergy_Loewe=-4.53, Synergy_HSA=-1.43. (4) Drug 1: C1=CN(C(=O)N=C1N)C2C(C(C(O2)CO)O)O.Cl. Drug 2: CC(C)CN1C=NC2=C1C3=CC=CC=C3N=C2N. Cell line: MALME-3M. Synergy scores: CSS=21.3, Synergy_ZIP=0.746, Synergy_Bliss=6.04, Synergy_Loewe=0.829, Synergy_HSA=3.52. (5) Cell line: OVCAR-5. Drug 2: CCC1(C2=C(COC1=O)C(=O)N3CC4=CC5=C(C=CC(=C5CN(C)C)O)N=C4C3=C2)O.Cl. Synergy scores: CSS=49.0, Synergy_ZIP=-15.2, Synergy_Bliss=-6.13, Synergy_Loewe=-6.88, Synergy_HSA=-2.29. Drug 1: C1=NC(=NC(=O)N1C2C(C(C(O2)CO)O)O)N. (6) Drug 1: CN1CCC(CC1)COC2=C(C=C3C(=C2)N=CN=C3NC4=C(C=C(C=C4)Br)F)OC. Drug 2: C1CCN(CC1)CCOC2=CC=C(C=C2)C(=O)C3=C(SC4=C3C=CC(=C4)O)C5=CC=C(C=C5)O. Cell line: HOP-92. Synergy scores: CSS=20.1, Synergy_ZIP=2.28, Synergy_Bliss=6.54, Synergy_Loewe=5.08, Synergy_HSA=7.53. (7) Drug 1: CCN(CC)CCNC(=O)C1=C(NC(=C1C)C=C2C3=C(C=CC(=C3)F)NC2=O)C. Drug 2: COC1=C2C(=CC3=C1OC=C3)C=CC(=O)O2. Cell line: HCC-2998. Synergy scores: CSS=10.6, Synergy_ZIP=-0.230, Synergy_Bliss=1.84, Synergy_Loewe=7.05, Synergy_HSA=4.88. (8) Drug 1: CC1CCC2CC(C(=CC=CC=CC(CC(C(=O)C(C(C(=CC(C(=O)CC(OC(=O)C3CCCCN3C(=O)C(=O)C1(O2)O)C(C)CC4CCC(C(C4)OC)OCCO)C)C)O)OC)C)C)C)OC. Drug 2: C1CN1C2=NC(=NC(=N2)N3CC3)N4CC4. Cell line: M14. Synergy scores: CSS=35.6, Synergy_ZIP=-1.45, Synergy_Bliss=2.02, Synergy_Loewe=-2.12, Synergy_HSA=2.79. (9) Cell line: HOP-62. Drug 2: C1=NC2=C(N=C(N=C2N1C3C(C(C(O3)CO)O)F)Cl)N. Synergy scores: CSS=24.8, Synergy_ZIP=-1.10, Synergy_Bliss=1.45, Synergy_Loewe=-21.0, Synergy_HSA=5.74. Drug 1: C1CC(C1)(C(=O)O)C(=O)O.[NH2-].[NH2-].[Pt+2].